From a dataset of Forward reaction prediction with 1.9M reactions from USPTO patents (1976-2016). Predict the product of the given reaction. (1) Given the reactants [F:1][C:2]([F:40])([C:36]([F:39])([F:38])[F:37])[CH2:3][CH2:4][C:5]1[CH:6]=[CH:7][C:8]([C:11]2[CH:16]=[CH:15][C:14]([S:17]([C:20]3([C:26]([NH:28][O:29]C4CCCCO4)=[O:27])[CH2:25][CH2:24][O:23][CH2:22][CH2:21]3)(=[O:19])=[O:18])=[CH:13][CH:12]=2)=[N:9][CH:10]=1.[ClH:41].CO, predict the reaction product. The product is: [ClH:41].[OH:29][NH:28][C:26]([C:20]1([S:17]([C:14]2[CH:15]=[CH:16][C:11]([C:8]3[CH:7]=[CH:6][C:5]([CH2:4][CH2:3][C:2]([F:40])([F:1])[C:36]([F:37])([F:38])[F:39])=[CH:10][N:9]=3)=[CH:12][CH:13]=2)(=[O:18])=[O:19])[CH2:21][CH2:22][O:23][CH2:24][CH2:25]1)=[O:27]. (2) Given the reactants Br[CH2:2][CH2:3][CH2:4][N:5]1[C:9]2[CH:10]=[CH:11][CH:12]=[CH:13][C:8]=2[N:7]([C:14]2[CH:19]=[CH:18][CH:17]=[CH:16][C:15]=2[F:20])[S:6]1(=[O:22])=[O:21].[CH3:23][NH2:24], predict the reaction product. The product is: [F:20][C:15]1[CH:16]=[CH:17][CH:18]=[CH:19][C:14]=1[N:7]1[C:8]2[CH:13]=[CH:12][CH:11]=[CH:10][C:9]=2[N:5]([CH2:4][CH2:3][CH2:2][NH:24][CH3:23])[S:6]1(=[O:22])=[O:21].